This data is from Forward reaction prediction with 1.9M reactions from USPTO patents (1976-2016). The task is: Predict the product of the given reaction. Given the reactants Cl[C:2]1[CH:3]=[CH:4][C:5]2[N:6]([C:8]([CH2:11][C:12]3[CH:13]=[C:14]4[C:19](=[CH:20][C:21]=3[F:22])[N:18]=[CH:17][CH:16]=[CH:15]4)=[CH:9][N:10]=2)[N:7]=1.[NH:23]1[CH2:28][CH2:27][NH:26][CH2:25][C:24]1=[O:29].[F-].[K+], predict the reaction product. The product is: [F:22][C:21]1[CH:20]=[C:19]2[C:14]([CH:15]=[CH:16][CH:17]=[N:18]2)=[CH:13][C:12]=1[CH2:11][C:8]1[N:6]2[N:7]=[C:2]([N:26]3[CH2:27][CH2:28][NH:23][C:24](=[O:29])[CH2:25]3)[CH:3]=[CH:4][C:5]2=[N:10][CH:9]=1.